Dataset: CYP2D6 substrate classification data from Carbon-Mangels et al.. Task: Regression/Classification. Given a drug SMILES string, predict its absorption, distribution, metabolism, or excretion properties. Task type varies by dataset: regression for continuous measurements (e.g., permeability, clearance, half-life) or binary classification for categorical outcomes (e.g., BBB penetration, CYP inhibition). Dataset: cyp2d6_substrate_carbonmangels. (1) The drug is O=C1CN(/N=C\c2ccc(-c3ccc([N+](=O)[O-])cc3)o2)C(=O)N1. The result is 0 (non-substrate). (2) The drug is CC[C@H]1OC(=O)[C@H](C)[C@@H](O[C@H]2C[C@@](C)(OC)[C@@H](O)[C@H](C)O2)[C@H](C)[C@@H](O[C@@H]2O[C@H](C)C[C@H](N(C)C)[C@H]2O)[C@](C)(O)C[C@@H](C)C(=O)[C@H](C)[C@@H](O)[C@]1(C)O. The result is 0 (non-substrate). (3) The drug is O=C(O)COc1ccc(C(=O)c2cccs2)c(Cl)c1Cl. The result is 0 (non-substrate). (4) The compound is C[C@]12CC(=O)[C@H]3[C@@H](CCC4=CC(=O)CC[C@@]43C)[C@@H]1CC[C@]2(O)C(=O)CO. The result is 0 (non-substrate). (5) The result is 0 (non-substrate). The molecule is c1ccccc1. (6) The molecule is CCc1c2c(nc3ccc(OC(=O)N4CCC(N5CCCCC5)CC4)cc13)-c1cc3c(c(=O)n1C2)COC(=O)[C@]3(O)CC. The result is 0 (non-substrate). (7) The molecule is Nc1ccc(S(=O)(=O)Nc2ncccn2)cc1. The result is 0 (non-substrate).